Dataset: Catalyst prediction with 721,799 reactions and 888 catalyst types from USPTO. Task: Predict which catalyst facilitates the given reaction. (1) Reactant: [C:1]([O:5][C:6]([NH:8][CH2:9][CH2:10][CH2:11][CH2:12][C@H:13]([NH:17][C:18](=[O:47])[CH2:19][NH:20][C:21]([C:23]1[CH:46]=[CH:45][C:26]2[N:27]([CH3:44])[C:28]([NH:30][C:31]3[S:32][C:33]4[CH:39]=[C:38]([C:40]([F:43])([F:42])[F:41])[CH:37]=[CH:36][C:34]=4[N:35]=3)=[N:29][C:25]=2[CH:24]=1)=[O:22])[C:14](O)=[O:15])=[O:7])([CH3:4])([CH3:3])[CH3:2].[CH3:48][NH:49][CH3:50].CN(C(ON1N=NC2C=CC=CC1=2)=[N+](C)C)C.F[P-](F)(F)(F)(F)F.CCN(C(C)C)C(C)C. Product: [C:1]([O:5][C:6](=[O:7])[NH:8][CH2:9][CH2:10][CH2:11][CH2:12][C@@H:13]([C:14](=[O:15])[N:49]([CH3:50])[CH3:48])[NH:17][C:18](=[O:47])[CH2:19][NH:20][C:21]([C:23]1[CH:46]=[CH:45][C:26]2[N:27]([CH3:44])[C:28]([NH:30][C:31]3[S:32][C:33]4[CH:39]=[C:38]([C:40]([F:43])([F:41])[F:42])[CH:37]=[CH:36][C:34]=4[N:35]=3)=[N:29][C:25]=2[CH:24]=1)=[O:22])([CH3:4])([CH3:3])[CH3:2]. The catalyst class is: 118. (2) Product: [C:31]([O:30][C:28]([NH:27][C@H:23]1[CH2:24][CH2:25][CH2:26][C@@H:22]1[O:21][C:15]1[CH:16]=[C:17]([F:20])[CH:18]=[CH:19][C:14]=1[NH:13][C:12]1[C:7]2[C:6]([CH3:36])=[C:5]([C:3]([OH:4])=[O:2])[S:35][C:8]=2[N:9]=[CH:10][N:11]=1)=[O:29])([CH3:34])([CH3:32])[CH3:33]. Reactant: C[O:2][C:3]([C:5]1[S:35][C:8]2[N:9]=[CH:10][N:11]=[C:12]([NH:13][C:14]3[CH:19]=[CH:18][C:17]([F:20])=[CH:16][C:15]=3[O:21][C@H:22]3[CH2:26][CH2:25][CH2:24][C@@H:23]3[NH:27][C:28]([O:30][C:31]([CH3:34])([CH3:33])[CH3:32])=[O:29])[C:7]=2[C:6]=1[CH3:36])=[O:4].[OH-].[Na+].Cl. The catalyst class is: 24. (3) Reactant: [CH2:1]([O:8][C:9](Cl)=[O:10])[C:2]1[CH:7]=[CH:6][CH:5]=[CH:4][CH:3]=1.[C:12]([O:16][C:17]([NH:19][CH:20]1[CH2:25][CH2:24][CH2:23][NH:22][CH:21]1[CH2:26][C:27]([O:29][CH2:30][CH3:31])=[O:28])=[O:18])([CH3:15])([CH3:14])[CH3:13].O1CCCC1.C(N(CC)CC)C. Product: [C:12]([O:16][C:17]([NH:19][CH:20]1[CH2:25][CH2:24][CH2:23][N:22]([C:9]([O:8][CH2:1][C:2]2[CH:7]=[CH:6][CH:5]=[CH:4][CH:3]=2)=[O:10])[CH:21]1[CH2:26][C:27]([O:29][CH2:30][CH3:31])=[O:28])=[O:18])([CH3:15])([CH3:14])[CH3:13]. The catalyst class is: 6. (4) Reactant: [O:1]1[C:5]2([CH2:10][CH2:9][CH:8]([OH:11])[CH2:7][CH2:6]2)[O:4][CH2:3][CH2:2]1.[CH3:12][S:13](Cl)(=[O:15])=[O:14]. Product: [CH3:12][S:13]([O:11][CH:8]1[CH2:9][CH2:10][C:5]2([O:4][CH2:3][CH2:2][O:1]2)[CH2:6][CH2:7]1)(=[O:15])=[O:14]. The catalyst class is: 22. (5) Reactant: [F:1][C:2]([F:13])([F:12])[CH2:3]OS(C(F)(F)F)(=O)=O.C(N(CC)CC)C.[CH3:21][O:22][NH:23][C:24]([C:26]1[C:27](=[O:60])[C:28]2[CH:33]=[N:32][C:31]([NH:34][C:35]3[CH:40]=[CH:39][C:38]([CH2:41][CH2:42][N:43]4[CH2:48][CH2:47][NH:46][CH2:45][CH2:44]4)=[CH:37][CH:36]=3)=[N:30][C:29]=2[N:49]([C:51]2[CH:52]=[C:53]3[C:57](=[CH:58][CH:59]=2)[CH2:56][CH2:55][CH2:54]3)[CH:50]=1)=[O:25]. Product: [CH3:21][O:22][NH:23][C:24]([C:26]1[C:27](=[O:60])[C:28]2[CH:33]=[N:32][C:31]([NH:34][C:35]3[CH:40]=[CH:39][C:38]([CH2:41][CH2:42][N:43]4[CH2:44][CH2:45][N:46]([CH2:3][C:2]([F:13])([F:12])[F:1])[CH2:47][CH2:48]4)=[CH:37][CH:36]=3)=[N:30][C:29]=2[N:49]([C:51]2[CH:52]=[C:53]3[C:57](=[CH:58][CH:59]=2)[CH2:56][CH2:55][CH2:54]3)[CH:50]=1)=[O:25]. The catalyst class is: 2. (6) Reactant: COC1C=C(OC)C=CC=1C[NH:6][C:7]1[CH:12]=[CH:11][C:10]([C:13]2([CH3:19])[CH2:18][CH2:17][O:16][CH2:15][CH2:14]2)=[CH:9][N:8]=1.C(O)(C(F)(F)F)=O. Product: [CH3:19][C:13]1([C:10]2[CH:11]=[CH:12][C:7]([NH2:6])=[N:8][CH:9]=2)[CH2:14][CH2:15][O:16][CH2:17][CH2:18]1. The catalyst class is: 2. (7) Reactant: [C:1]1(B(O)O)[CH:6]=[CH:5][CH:4]=[CH:3][CH:2]=1.[Br:10][C:11]1[CH:16]=[CH:15][C:14]([OH:17])=[C:13]([F:18])[CH:12]=1. Product: [Br:10][C:11]1[CH:16]=[CH:15][C:14]([O:17][C:1]2[CH:6]=[CH:5][CH:4]=[CH:3][CH:2]=2)=[C:13]([F:18])[CH:12]=1. The catalyst class is: 2. (8) Reactant: [Br:1][C:2]1[CH:3]=[CH:4][C:5](CC(O)=O)=[N:6][CH:7]=1.[C:12]1(=O)[O:17][C:15](=[O:16])[C:14]2=[CH:18][CH:19]=[CH:20][CH:21]=[C:13]12.[C:23]([O-])(=O)C.[Na+]. Product: [Br:1][C:2]1[CH:3]=[C:4]([CH:23]=[C:12]2[C:13]3[C:14](=[CH:18][CH:19]=[CH:20][CH:21]=3)[C:15](=[O:16])[O:17]2)[CH:5]=[N:6][CH:7]=1. The catalyst class is: 8. (9) Reactant: [Cl:1][C:2]1[C:11]2[C:6](=[CH:7][C:8]([F:12])=[CH:9][CH:10]=2)[N:5]=[C:4]([C:13]2[CH:18]=[CH:17][CH:16]=[C:15]([S:19][CH3:20])[CH:14]=2)[C:3]=1[CH3:21].[OH2:22].C1C[O:26]CC1. Product: [Cl:1][C:2]1[C:11]2[C:6](=[CH:7][C:8]([F:12])=[CH:9][CH:10]=2)[N:5]=[C:4]([C:13]2[CH:18]=[CH:17][CH:16]=[C:15]([S:19]([CH3:20])(=[O:26])=[O:22])[CH:14]=2)[C:3]=1[CH3:21]. The catalyst class is: 771.